From a dataset of Catalyst prediction with 721,799 reactions and 888 catalyst types from USPTO. Predict which catalyst facilitates the given reaction. (1) Reactant: Cl[C:2]1[C:11]2[C:6](=[C:7]([CH3:16])[CH:8]=[C:9]([S:12]([CH3:15])(=[O:14])=[O:13])[CH:10]=2)[N:5]=[N:4][C:3]=1[C:17]([NH2:19])=[O:18].[F:20][C:21]1[CH:22]=[CH:23][C:24]([NH2:30])=[C:25]2[C:29]=1[O:28][CH2:27][CH2:26]2.C1(C)C=CC(S(O)(=O)=O)=CC=1.FC1C=CC(N)=C2C=1OCC2. Product: [F:20][C:21]1[C:29]2[O:28][CH2:27][CH2:26][C:25]=2[C:24]([NH:30][C:2]2[C:11]3[C:6](=[C:7]([CH3:16])[CH:8]=[C:9]([S:12]([CH3:15])(=[O:14])=[O:13])[CH:10]=3)[N:5]=[N:4][C:3]=2[C:17]([NH2:19])=[O:18])=[CH:23][CH:22]=1. The catalyst class is: 10. (2) Reactant: [C:1]1([CH:7]([C:29]2[CH:34]=[CH:33][CH:32]=[CH:31][CH:30]=2)[N:8]2[C:16]3[C:11](=[CH:12][CH:13]=[CH:14][CH:15]=3)[C:10](O)([C:17]3[C:25]4[C:21](=[N:22][O:23][N:24]=4)[CH:20]=[CH:19][C:18]=3[OH:26])[C:9]2=[O:28])[CH:6]=[CH:5][CH:4]=[CH:3][CH:2]=1.C([SiH](CC)CC)C. Product: [C:1]1([CH:7]([C:29]2[CH:34]=[CH:33][CH:32]=[CH:31][CH:30]=2)[N:8]2[C:16]3[C:11](=[CH:12][CH:13]=[CH:14][CH:15]=3)[CH:10]([C:17]3[C:25]4[C:21](=[N:22][O:23][N:24]=4)[CH:20]=[CH:19][C:18]=3[OH:26])[C:9]2=[O:28])[CH:2]=[CH:3][CH:4]=[CH:5][CH:6]=1. The catalyst class is: 55. (3) Reactant: Cl[C:2]1[C:7]([CH2:8][CH:9]2[CH2:14][CH2:13][CH2:12][CH2:11][CH2:10]2)=[CH:6][N:5]=[C:4]([NH2:15])[N:3]=1.P(Cl)(Cl)(Cl)=[O:17].[OH-].[NH4+]. Product: [NH2:15][C:4]1[NH:3][C:2](=[O:17])[C:7]([CH2:8][CH:9]2[CH2:14][CH2:13][CH2:12][CH2:11][CH2:10]2)=[CH:6][N:5]=1. The catalyst class is: 47. (4) Reactant: Cl[CH2:2][CH2:3][NH:4][C:5]([NH:7][C:8]1[CH:9]=[N:10][CH:11]=[CH:12][C:13]=1[CH:14]1[CH2:16][CH2:15]1)=[O:6].[H-].[Na+].CO. Product: [CH:14]1([C:13]2[CH:12]=[CH:11][N:10]=[CH:9][C:8]=2[N:7]2[CH2:2][CH2:3][NH:4][C:5]2=[O:6])[CH2:16][CH2:15]1. The catalyst class is: 396. (5) Reactant: [C:1]([OH:6])(=[O:5])[C:2]([OH:4])=[O:3].[CH3:7][O:8][C:9]1[CH:10]=[C:11]2[C:16](=[CH:17][C:18]=1[O:19][CH3:20])[CH:15]([CH2:21][C:22]1[CH:27]=[CH:26][C:25]([C:28]3([C:33]4[CH:38]=[CH:37][CH:36]=[CH:35][CH:34]=4)SCCS3)=[CH:24][CH:23]=1)[NH:14][CH2:13][CH2:12]2.[OH-].[Na+].O.C(O)(=O)C(O)=[O:44]. Product: [C:1]([OH:6])(=[O:5])[C:2]([OH:4])=[O:3].[CH3:7][O:8][C:9]1[CH:10]=[C:11]2[C:16](=[CH:17][C:18]=1[O:19][CH3:20])[CH:15]([CH2:21][C:22]1[CH:27]=[CH:26][C:25]([C:28]([C:33]3[CH:34]=[CH:35][CH:36]=[CH:37][CH:38]=3)=[O:44])=[CH:24][CH:23]=1)[NH:14][CH2:13][CH2:12]2. The catalyst class is: 275.